Dataset: Forward reaction prediction with 1.9M reactions from USPTO patents (1976-2016). Task: Predict the product of the given reaction. (1) Given the reactants [C:1]([O:5][C:6]([N:8]1[CH2:11][CH:10]([O:12][C:13]2[CH:18]=[C:17](Br)[CH:16]=[CH:15][C:14]=2[O:20][CH3:21])[CH2:9]1)=[O:7])([CH3:4])([CH3:3])[CH3:2].[F:22][C:23]([F:34])([F:33])[C:24]1[CH:29]=[CH:28][CH:27]=[CH:26][C:25]=1B(O)O.[O-]P([O-])([O-])=O.[K+].[K+].[K+].C1(C)C=CC=CC=1, predict the reaction product. The product is: [C:1]([O:5][C:6]([N:8]1[CH2:11][CH:10]([O:12][C:13]2[CH:18]=[C:17]([C:25]3[CH:26]=[CH:27][CH:28]=[CH:29][C:24]=3[C:23]([F:34])([F:33])[F:22])[CH:16]=[CH:15][C:14]=2[O:20][CH3:21])[CH2:9]1)=[O:7])([CH3:4])([CH3:3])[CH3:2]. (2) Given the reactants [NH:1]1[CH2:6][CH2:5][O:4][CH2:3][CH2:2]1.[Cl:7][C:8]1[N:13]=[C:12]([NH:14][C:15]2[CH:19]=[C:18]([O:20][CH3:21])[NH:17][N:16]=2)[C:11]([F:22])=[C:10](Cl)[N:9]=1.CCN(C(C)C)C(C)C, predict the reaction product. The product is: [Cl:7][C:8]1[N:13]=[C:12]([NH:14][C:15]2[CH:19]=[C:18]([O:20][CH3:21])[NH:17][N:16]=2)[C:11]([F:22])=[C:10]([N:1]2[CH2:6][CH2:5][O:4][CH2:3][CH2:2]2)[N:9]=1. (3) Given the reactants Br[C:2]1[CH:3]=[N:4][C:5]([N:8]2[CH2:13][CH2:12][CH:11]([N:14]3[CH2:18][CH2:17][C@H:16]([O:19][C:20]4[CH:25]=[C:24]([F:26])[C:23]([S:27]([CH3:30])(=[O:29])=[O:28])=[CH:22][C:21]=4[F:31])[C:15]3=[O:32])[CH2:10][CH2:9]2)=[N:6][CH:7]=1.[CH3:33][C:34]1([CH3:50])[C:38]([CH3:40])([CH3:39])[O:37][B:36]([B:36]2[O:37][C:38]([CH3:40])([CH3:39])[C:34]([CH3:50])([CH3:33])[O:35]2)[O:35]1.C([O-])(=O)C.[K+], predict the reaction product. The product is: [F:31][C:21]1[CH:22]=[C:23]([S:27]([CH3:30])(=[O:29])=[O:28])[C:24]([F:26])=[CH:25][C:20]=1[O:19][C@H:16]1[CH2:17][CH2:18][N:14]([CH:11]2[CH2:12][CH2:13][N:8]([C:5]3[N:4]=[CH:3][C:2]([B:36]4[O:37][C:38]([CH3:40])([CH3:39])[C:34]([CH3:50])([CH3:33])[O:35]4)=[CH:7][N:6]=3)[CH2:9][CH2:10]2)[C:15]1=[O:32]. (4) Given the reactants [NH:1]1[C:5]2[CH:6]=[CH:7][CH:8]=[CH:9][C:4]=2[N:3]=[C:2]1[C:10]([N:12]1[CH2:15][CH:14]([C:16]2[C:21](Br)=[CH:20][N:19]=[C:18]([Cl:23])[N:17]=2)[CH2:13]1)=[O:11].C([O-])([O-])=O.[Na+].[Na+].[C:30]1(B(O)O)[CH:35]=[CH:34][CH:33]=[CH:32][CH:31]=1, predict the reaction product. The product is: [NH:1]1[C:5]2[CH:6]=[CH:7][CH:8]=[CH:9][C:4]=2[N:3]=[C:2]1[C:10]([N:12]1[CH2:15][CH:14]([C:16]2[C:21]([C:30]3[CH:35]=[CH:34][CH:33]=[CH:32][CH:31]=3)=[CH:20][N:19]=[C:18]([Cl:23])[N:17]=2)[CH2:13]1)=[O:11]. (5) Given the reactants CCN(C(C)C)C(C)C.[CH3:10][O:11][C:12]1[CH:17]=[CH:16][C:15]([CH2:18][SH:19])=[CH:14][CH:13]=1.Br[C:21]1[CH:26]=[C:25]([F:27])[CH:24]=[C:23]([CH:28]([F:30])[F:29])[CH:22]=1, predict the reaction product. The product is: [F:29][CH:28]([F:30])[C:23]1[CH:22]=[C:21]([S:19][CH2:18][C:15]2[CH:16]=[CH:17][C:12]([O:11][CH3:10])=[CH:13][CH:14]=2)[CH:26]=[C:25]([F:27])[CH:24]=1. (6) Given the reactants [F:1][CH2:2][C@:3]1([C:18]([O:20]C(C)(C)C)=[O:19])[CH:7]([CH3:8])[C:6](=[O:9])[N:5]([C@@H:10]([C:12]2[CH:17]=[CH:16][CH:15]=[CH:14][CH:13]=2)[CH3:11])[CH2:4]1, predict the reaction product. The product is: [F:1][CH2:2][C@:3]1([C:18]([OH:20])=[O:19])[CH:7]([CH3:8])[C:6](=[O:9])[N:5]([C@@H:10]([C:12]2[CH:17]=[CH:16][CH:15]=[CH:14][CH:13]=2)[CH3:11])[CH2:4]1.